The task is: Predict the reactants needed to synthesize the given product.. This data is from Full USPTO retrosynthesis dataset with 1.9M reactions from patents (1976-2016). (1) The reactants are: Cl.[NH2:2][C@H:3]([C:8]([OH:10])=[O:9])[CH2:4][CH2:5][CH2:6][NH2:7].[OH-].[Ca+2].[OH-]. Given the product [NH2:2][C@H:3]([C:8]([OH:10])=[O:9])[CH2:4][CH2:5][CH2:6][NH2:7], predict the reactants needed to synthesize it. (2) Given the product [CH2:2]([O:9][C:10]1[CH:19]=[C:18]2[C:13]([C:14]([Cl:20])=[N:15][CH:16]=[N:17]2)=[CH:12][C:11]=1[O:21][CH3:22])[C:3]1[CH:8]=[CH:7][CH:6]=[CH:5][CH:4]=1, predict the reactants needed to synthesize it. The reactants are: Cl.[CH2:2]([O:9][C:10]1[CH:19]=[C:18]2[C:13]([C:14]([Cl:20])=[N:15][CH:16]=[N:17]2)=[CH:12][C:11]=1[O:21][CH3:22])[C:3]1[CH:8]=[CH:7][CH:6]=[CH:5][CH:4]=1. (3) Given the product [Cl:20][C:21]1[CH:22]=[C:23]([C:27]([C:2]2[CH:3]=[C:4]3[C:9](=[CH:10][CH:11]=2)[N:8]=[CH:7][C:6]([C:13]2[CH:18]=[CH:17][CH:16]=[CH:15][CH:14]=2)=[C:5]3[Cl:36])([C:29]2[CH:30]=[N:31][C:32]([Cl:35])=[CH:33][CH:34]=2)[OH:28])[CH:24]=[CH:25][CH:26]=1, predict the reactants needed to synthesize it. The reactants are: Br[C:2]1[CH:3]=[C:4]2[C:9](=[CH:10][CH:11]=1)[NH:8][C:7](=O)[C:6]([C:13]1[CH:18]=[CH:17][CH:16]=[CH:15][CH:14]=1)=[C:5]2O.[Cl:20][C:21]1[CH:22]=[C:23]([C:27]([C:29]2[CH:30]=[N:31][C:32]([Cl:35])=[CH:33][CH:34]=2)=[O:28])[CH:24]=[CH:25][CH:26]=1.[Cl:36]C1C=C(C(C2C=NC=CC=2)=O)C=CC=1. (4) Given the product [Br:1][C:2]1[C:3]([O:14][CH2:21][O:22][CH2:23][CH2:24][O:25][CH3:26])=[C:4]([CH:7]=[C:8]([C:10]([CH3:11])([CH3:13])[CH3:12])[CH:9]=1)[CH:5]=[O:6], predict the reactants needed to synthesize it. The reactants are: [Br:1][C:2]1[C:3]([OH:14])=[C:4]([CH:7]=[C:8]([C:10]([CH3:13])([CH3:12])[CH3:11])[CH:9]=1)[CH:5]=[O:6].C(=O)([O-])[O-].[K+].[K+].[CH3:21][O:22][CH2:23][CH2:24][O:25][CH2:26]Cl. (5) Given the product [C:1]([O:5][C:6]([N:8]1[CH2:13][CH2:12][CH:11]([O:14][C:35]2[N:34]=[N:33][C:32]([CH2:38][CH2:39][CH2:40][CH3:41])=[C:31]([C:20]3[CH:21]=[CH:22][C:23]([O:24][CH:25]4[CH2:30][CH2:29][CH2:28][CH2:27][CH2:26]4)=[C:18]([Br:17])[CH:19]=3)[CH:36]=2)[CH2:10][CH2:9]1)=[O:7])([CH3:4])([CH3:2])[CH3:3], predict the reactants needed to synthesize it. The reactants are: [C:1]([O:5][C:6]([N:8]1[CH2:13][CH2:12][CH:11]([OH:14])[CH2:10][CH2:9]1)=[O:7])([CH3:4])([CH3:3])[CH3:2].[H-].[Na+].[Br:17][C:18]1[CH:19]=[C:20]([C:31]2[CH:36]=[C:35](Cl)[N:34]=[N:33][C:32]=2[CH2:38][CH2:39][CH2:40][CH3:41])[CH:21]=[CH:22][C:23]=1[O:24][CH:25]1[CH2:30][CH2:29][CH2:28][CH2:27][CH2:26]1.O.